This data is from Forward reaction prediction with 1.9M reactions from USPTO patents (1976-2016). The task is: Predict the product of the given reaction. (1) Given the reactants [CH:1]([C:3]1[S:4][CH:5]=[C:6]([CH2:8][N:9]2[CH2:13][CH2:12][N:11]([C@@H:14]([CH:22]([CH3:24])[CH3:23])[C:15]([O:17][C:18]([CH3:21])([CH3:20])[CH3:19])=[O:16])[C:10]2=[O:25])[N:7]=1)=O.[CH2:26](O)C.[CH:29]([NH2:32])([CH3:31])[CH3:30].[BH4-].[Na+], predict the reaction product. The product is: [CH:29]([NH:32][CH2:1][C:3]1[S:4][CH:5]=[C:6]([CH2:8][N:9]2[CH2:13][CH2:12][N:11]([C@@H:14]([C@@H:22]([CH3:24])[CH2:23][CH3:26])[C:15]([O:17][C:18]([CH3:21])([CH3:20])[CH3:19])=[O:16])[C:10]2=[O:25])[N:7]=1)([CH3:31])[CH3:30]. (2) Given the reactants [Cl:1][C:2]1[CH:3]=[C:4]([NH:8][C:9]2[CH:14]=[CH:13][N:12]=[CH:11][C:10]=2[N+:15]([O-])=O)[CH:5]=[CH:6][CH:7]=1.O, predict the reaction product. The product is: [Cl:1][C:2]1[CH:3]=[C:4]([NH:8][C:9]2[CH:14]=[CH:13][N:12]=[CH:11][C:10]=2[NH2:15])[CH:5]=[CH:6][CH:7]=1.